From a dataset of NCI-60 drug combinations with 297,098 pairs across 59 cell lines. Regression. Given two drug SMILES strings and cell line genomic features, predict the synergy score measuring deviation from expected non-interaction effect. (1) Drug 1: C1=CC(=C2C(=C1NCCNCCO)C(=O)C3=C(C=CC(=C3C2=O)O)O)NCCNCCO. Drug 2: CC1C(C(CC(O1)OC2CC(CC3=C2C(=C4C(=C3O)C(=O)C5=C(C4=O)C(=CC=C5)OC)O)(C(=O)C)O)N)O.Cl. Cell line: MDA-MB-435. Synergy scores: CSS=12.8, Synergy_ZIP=-0.954, Synergy_Bliss=2.45, Synergy_Loewe=-2.16, Synergy_HSA=0.504. (2) Drug 1: CN1CCC(CC1)COC2=C(C=C3C(=C2)N=CN=C3NC4=C(C=C(C=C4)Br)F)OC. Cell line: HL-60(TB). Drug 2: CCCS(=O)(=O)NC1=C(C(=C(C=C1)F)C(=O)C2=CNC3=C2C=C(C=N3)C4=CC=C(C=C4)Cl)F. Synergy scores: CSS=-14.2, Synergy_ZIP=15.1, Synergy_Bliss=10.2, Synergy_Loewe=-0.519, Synergy_HSA=-2.28. (3) Drug 1: CC1=C2C(C(=O)C3(C(CC4C(C3C(C(C2(C)C)(CC1OC(=O)C(C(C5=CC=CC=C5)NC(=O)C6=CC=CC=C6)O)O)OC(=O)C7=CC=CC=C7)(CO4)OC(=O)C)O)C)OC(=O)C. Drug 2: C1CN(P(=O)(OC1)NCCCl)CCCl. Cell line: CCRF-CEM. Synergy scores: CSS=16.1, Synergy_ZIP=-6.97, Synergy_Bliss=-13.3, Synergy_Loewe=-59.3, Synergy_HSA=-16.1. (4) Drug 1: C1=CC(=CC=C1C#N)C(C2=CC=C(C=C2)C#N)N3C=NC=N3. Drug 2: CC1=C(C(=CC=C1)Cl)NC(=O)C2=CN=C(S2)NC3=CC(=NC(=N3)C)N4CCN(CC4)CCO. Cell line: HT29. Synergy scores: CSS=-0.226, Synergy_ZIP=-0.779, Synergy_Bliss=-6.27, Synergy_Loewe=-13.1, Synergy_HSA=-8.16. (5) Synergy scores: CSS=-8.07, Synergy_ZIP=-0.767, Synergy_Bliss=-8.57, Synergy_Loewe=-12.7, Synergy_HSA=-10.0. Drug 2: C1CNP(=O)(OC1)N(CCCl)CCCl. Cell line: HS 578T. Drug 1: CN(C)N=NC1=C(NC=N1)C(=O)N.